Dataset: Reaction yield outcomes from USPTO patents with 853,638 reactions. Task: Predict the reaction yield, written as a fraction of the theoretical maximum amount of product (1.0 means a 100% yield; for example, 0.34 means a 34% yield). The reactants are [CH3:1][N:2]1[C:8]2[C:9]([N+:13]([O-])=O)=[CH:10][CH:11]=[CH:12][C:7]=2[C:6](=[O:16])[N:5]([CH3:17])[CH2:4][CH2:3]1. The catalyst is CO.[Pd]. The product is [NH2:13][C:9]1[C:8]2[N:2]([CH3:1])[CH2:3][CH2:4][N:5]([CH3:17])[C:6](=[O:16])[C:7]=2[CH:12]=[CH:11][CH:10]=1. The yield is 0.990.